This data is from Full USPTO retrosynthesis dataset with 1.9M reactions from patents (1976-2016). The task is: Predict the reactants needed to synthesize the given product. (1) Given the product [NH2:20][CH2:19][CH2:18][N:17]([CH2:28][C:29]1[CH:34]=[CH:33][CH:32]=[CH:31][C:30]=1[OH:35])[CH2:16][CH2:15][CH2:14][N:11]1[CH2:10][CH2:9][CH:8]([CH2:1][C:2]2[CH:7]=[CH:6][CH:5]=[CH:4][CH:3]=2)[CH2:13][CH2:12]1, predict the reactants needed to synthesize it. The reactants are: [CH2:1]([CH:8]1[CH2:13][CH2:12][N:11]([CH2:14][CH2:15][CH2:16][N:17]([CH2:28][C:29]2[CH:34]=[CH:33][CH:32]=[CH:31][C:30]=2[O:35]C(C)(C)C)[CH2:18][CH2:19][NH:20]C(=O)OC(C)(C)C)[CH2:10][CH2:9]1)[C:2]1[CH:7]=[CH:6][CH:5]=[CH:4][CH:3]=1.N. (2) Given the product [Br:1][C:2]1[CH:7]=[CH:6][C:5]([C:8]2([CH2:12][CH3:13])[CH2:11][CH2:10][CH2:9]2)=[CH:4][CH:3]=1, predict the reactants needed to synthesize it. The reactants are: [Br:1][C:2]1[CH:7]=[CH:6][C:5]([C:8]2([C:12](=O)[CH3:13])[CH2:11][CH2:10][CH2:9]2)=[CH:4][CH:3]=1.BrC1C=CC(C2(C(=O)CCCCCCCC)CC2)=CC=1.O.NN.[OH-].[K+]. (3) The reactants are: [F:1][C:2]1[CH:23]=[CH:22][C:5]([CH2:6][N:7]2[C:11]3=[CH:12][N:13]=[C:14]([C:17]([O:19][CH2:20][CH3:21])=[O:18])[C:15]([OH:16])=[C:10]3[CH:9]=[CH:8]2)=[CH:4][CH:3]=1.C(N(CC)CC)C.[F:31][C:32]([F:45])([F:44])[S:33](O[S:33]([C:32]([F:45])([F:44])[F:31])(=[O:35])=[O:34])(=[O:35])=[O:34]. Given the product [F:1][C:2]1[CH:3]=[CH:4][C:5]([CH2:6][N:7]2[C:11]3=[CH:12][N:13]=[C:14]([C:17]([O:19][CH2:20][CH3:21])=[O:18])[C:15]([O:16][S:33]([C:32]([F:45])([F:44])[F:31])(=[O:35])=[O:34])=[C:10]3[CH:9]=[CH:8]2)=[CH:22][CH:23]=1, predict the reactants needed to synthesize it. (4) The reactants are: C(=O)([O-])O.[Na+].CC1(C)[C@@]2(CS(O)(=O)=O)C(C[C@@H]1CC2)=O.[CH3:21][O:22][C:23]([C@@H:25]([N:33]1[CH2:38][C:37]2[CH:39]=[CH:40][S:41][C:36]=2[CH2:35][CH2:34]1)[C:26]1[C:31]([Cl:32])=[CH:30][CH:29]=[CH:28][CH:27]=1)=[O:24]. Given the product [CH3:21][O:22][C:23]([C@@H:25]([N:33]1[CH2:38][C:37]2[CH:39]=[CH:40][S:41][C:36]=2[CH2:35][CH2:34]1)[C:26]1[CH:27]=[CH:28][CH:29]=[CH:30][C:31]=1[Cl:32])=[O:24], predict the reactants needed to synthesize it.